From a dataset of M1 muscarinic receptor antagonist screen with 61,756 compounds. Binary Classification. Given a drug SMILES string, predict its activity (active/inactive) in a high-throughput screening assay against a specified biological target. The compound is O=C(NCCCNCc1ccccc1)c1ccncc1. The result is 0 (inactive).